The task is: Regression. Given a peptide amino acid sequence and an MHC pseudo amino acid sequence, predict their binding affinity value. This is MHC class I binding data.. This data is from Peptide-MHC class I binding affinity with 185,985 pairs from IEDB/IMGT. (1) The MHC is H-2-Db with pseudo-sequence H-2-Db. The binding affinity (normalized) is 0. The peptide sequence is AVYGNIKHK. (2) The peptide sequence is GEGSGARLL. The MHC is HLA-B58:01 with pseudo-sequence HLA-B58:01. The binding affinity (normalized) is 0.0847. (3) The peptide sequence is EPLWGSLAV. The MHC is HLA-A02:19 with pseudo-sequence HLA-A02:19. The binding affinity (normalized) is 0.260. (4) The peptide sequence is LILAPTRVV. The MHC is HLA-A11:01 with pseudo-sequence HLA-A11:01. The binding affinity (normalized) is 0.0847. (5) The peptide sequence is VLLGRLNKC. The MHC is HLA-B27:05 with pseudo-sequence HLA-B27:05. The binding affinity (normalized) is 0.0847. (6) The peptide sequence is LLRQHWLSL. The MHC is BoLA-T2C with pseudo-sequence BoLA-T2C. The binding affinity (normalized) is 0.669. (7) The peptide sequence is PLTVNEKRR. The MHC is Patr-A0101 with pseudo-sequence Patr-A0101. The binding affinity (normalized) is 0.748.